This data is from Forward reaction prediction with 1.9M reactions from USPTO patents (1976-2016). The task is: Predict the product of the given reaction. (1) Given the reactants [C:1]([N:4]1[CH2:9][CH2:8][CH:7]([C:10](OS(C2C=CC(C)=CC=2)(=O)=O)=[C:11]([C:14]2[S:15][C:16]3[CH:22]=[CH:21][CH:20]=[CH:19][C:17]=3[N:18]=2)[C:12]#[N:13])[CH2:6][CH2:5]1)(=O)[CH3:2].[OH2:34].[NH2:35][NH2:36], predict the reaction product. The product is: [NH2:13][C:12]1[NH:36][N:35]=[C:10]([CH:7]2[CH2:8][CH2:9][N:4]([C:1](=[O:34])[CH3:2])[CH2:5][CH2:6]2)[C:11]=1[C:14]1[S:15][C:16]2[CH:22]=[CH:21][CH:20]=[CH:19][C:17]=2[N:18]=1. (2) The product is: [N:58]1([C:8]2[CH:13]=[CH:12][N:11]=[C:10]3[N:14]([S:29]([C:32]4[CH:37]=[CH:36][C:35]([CH3:38])=[CH:34][CH:33]=4)(=[O:31])=[O:30])[C:15]([C:17]4[C:25]5[C:20](=[CH:21][CH:22]=[C:23]([O:26][CH3:27])[CH:24]=5)[N:19]([CH3:28])[CH:18]=4)=[CH:16][C:9]=23)[CH2:59][CH2:1][O:4][CH2:52][CH2:53]1. Given the reactants [C:1](=[O:4])([O-])[O-].[Cs+].[Cs+].Cl[C:8]1[CH:13]=[CH:12][N:11]=[C:10]2[N:14]([S:29]([C:32]3[CH:37]=[CH:36][C:35]([CH3:38])=[CH:34][CH:33]=3)(=[O:31])=[O:30])[C:15]([C:17]3[C:25]4[C:20](=[CH:21][CH:22]=[C:23]([O:26][CH3:27])[CH:24]=4)[N:19]([CH3:28])[CH:18]=3)=[CH:16][C:9]=12.C1(P(C2CCCCC2)C2C=CC=CC=2[C:52]2C=CC=C[C:53]=2[N:58](C)[CH3:59])CCCCC1, predict the reaction product. (3) Given the reactants [F:1][CH:2]([F:12])[O:3][C:4]1[CH:11]=[CH:10][CH:9]=[CH:8][C:5]=1[CH2:6]Br.[OH:13][C:14]1[CH:18]=[C:17]([N:19]2[C:27]3[CH:26]=[CH:25][N:24]=[CH:23][C:22]=3[N:21]=[CH:20]2)[S:16][C:15]=1[C:28]([O:30][CH3:31])=[O:29].C(=O)([O-])[O-].[K+].[K+], predict the reaction product. The product is: [F:1][CH:2]([F:12])[O:3][C:4]1[CH:11]=[CH:10][CH:9]=[CH:8][C:5]=1[CH2:6][O:13][C:14]1[CH:18]=[C:17]([N:19]2[C:27]3[CH:26]=[CH:25][N:24]=[CH:23][C:22]=3[N:21]=[CH:20]2)[S:16][C:15]=1[C:28]([O:30][CH3:31])=[O:29]. (4) Given the reactants [C:1]([NH:5][C@@H:6]1[CH2:11][CH2:10][C@H:9]([NH:12][C:13](=[O:26])[CH2:14][NH:15]C(=O)OCC2C=CC=CC=2)[C@H:8]([CH2:27][OH:28])[CH2:7]1)([CH3:4])([CH3:3])[CH3:2], predict the reaction product. The product is: [NH2:15][CH2:14][C:13]([NH:12][C@H:9]1[CH2:10][CH2:11][C@@H:6]([NH:5][C:1]([CH3:2])([CH3:3])[CH3:4])[CH2:7][C@H:8]1[CH2:27][OH:28])=[O:26]. (5) Given the reactants C(O)(=O)C.[NH2:5][CH2:6][C:7]1[C:8]([N:13]([CH3:18])[S:14]([CH3:17])(=[O:16])=[O:15])=[N:9][CH:10]=[CH:11][CH:12]=1.C(O)C(F)(F)F.[Cl:25][C:26]1[N:31]=[C:30](Cl)[C:29]([C:33]([F:36])([F:35])[F:34])=[CH:28][N:27]=1, predict the reaction product. The product is: [Cl:25][C:26]1[N:27]=[C:28]([NH:5][CH2:6][C:7]2[C:8]([N:13]([CH3:18])[S:14]([CH3:17])(=[O:16])=[O:15])=[N:9][CH:10]=[CH:11][CH:12]=2)[C:29]([C:33]([F:36])([F:34])[F:35])=[CH:30][N:31]=1. (6) Given the reactants [CH3:1][O:2][C:3]1[CH:21]=[C:20]([N+:22]([O-])=O)[CH:19]=[CH:18][C:4]=1[O:5][CH2:6][CH2:7][N:8]1[CH2:17][CH2:16][C:15]2[C:10](=[CH:11][CH:12]=[CH:13][CH:14]=2)[CH2:9]1, predict the reaction product. The product is: [CH2:9]1[C:10]2[C:15](=[CH:14][CH:13]=[CH:12][CH:11]=2)[CH2:16][CH2:17][N:8]1[CH2:7][CH2:6][O:5][C:4]1[CH:18]=[CH:19][C:20]([NH2:22])=[CH:21][C:3]=1[O:2][CH3:1]. (7) Given the reactants Br[C:2]1[CH:3]=[C:4]2[C:9](=[CH:10][CH:11]=1)[C:8](=[O:12])[NH:7][N:6]=[C:5]2[Cl:13].BrC1C=C2C(C(Cl)=NNC2=O)=CC=1.[C:27]([O:31][C:32]([N:34]1[CH2:39][CH2:38][N:37]([C:40]2[CH:45]=[CH:44][C:43]([O:46][CH3:47])=[CH:42][C:41]=2[CH2:48][NH2:49])[CH2:36][CH2:35]1)=[O:33])([CH3:30])([CH3:29])[CH3:28].C1C=CC(P(C2C(C3C(P(C4C=CC=CC=4)C4C=CC=CC=4)=CC=C4C=3C=CC=C4)=C3C(C=CC=C3)=CC=2)C2C=CC=CC=2)=CC=1.CC([O-])(C)C.[Na+], predict the reaction product. The product is: [C:27]([O:31][C:32]([N:34]1[CH2:39][CH2:38][N:37]([C:40]2[CH:45]=[CH:44][C:43]([O:46][CH3:47])=[CH:42][C:41]=2[CH2:48][NH:49][C:2]2[CH:3]=[C:4]3[C:9](=[CH:10][CH:11]=2)[C:8](=[O:12])[NH:7][N:6]=[C:5]3[Cl:13])[CH2:36][CH2:35]1)=[O:33])([CH3:30])([CH3:28])[CH3:29].